Dataset: Catalyst prediction with 721,799 reactions and 888 catalyst types from USPTO. Task: Predict which catalyst facilitates the given reaction. (1) Reactant: [CH3:1][C:2]([S:7]([CH:10]1[CH2:15][CH2:14][O:13][CH2:12][CH2:11]1)(=[O:9])=[O:8])([CH3:6])[C:3]([OH:5])=O.C(Cl)(=O)C(Cl)=O.[C:22]([C:26]1[CH:30]=[C:29]([CH2:31][NH2:32])[O:28][N:27]=1)([CH3:25])([CH3:24])[CH3:23].C(N(CC)C(C)C)(C)C. Product: [C:22]([C:26]1[CH:30]=[C:29]([CH2:31][NH:32][C:3](=[O:5])[C:2]([CH3:1])([S:7]([CH:10]2[CH2:15][CH2:14][O:13][CH2:12][CH2:11]2)(=[O:9])=[O:8])[CH3:6])[O:28][N:27]=1)([CH3:25])([CH3:23])[CH3:24]. The catalyst class is: 85. (2) Reactant: [CH:1]1([C:4]([O-:6])=[O:5])[CH2:3][CH2:2]1.N1[CH:12]=[CH:11]C=CC=1.[CH3:13][S:14]([O:17]S(C)(=O)=O)(=[O:16])=[O:15].[CH2:22](Cl)Cl. Product: [CH3:13][S:14]([O:17][CH2:22][C@@H:2]1[CH2:3][C@H:1]1[C:4]([O:6][CH2:11][CH3:12])=[O:5])(=[O:16])=[O:15]. The catalyst class is: 28.